Predict the reactants needed to synthesize the given product. From a dataset of Full USPTO retrosynthesis dataset with 1.9M reactions from patents (1976-2016). (1) Given the product [CH3:1][O:2][C:3]1[CH:4]=[C:5]([C:12]2[O:13][C:14]([CH3:21])=[C:15]([C:17]([O:19][CH3:20])=[O:18])[N:16]=2)[CH:6]=[CH:7][C:8]=1[N+:9]([O-:11])=[O:10], predict the reactants needed to synthesize it. The reactants are: [CH3:1][O:2][C:3]1[CH:4]=[C:5]([C:12]2[O:13][CH:14]([CH3:21])[CH:15]([C:17]([O:19][CH3:20])=[O:18])[N:16]=2)[CH:6]=[CH:7][C:8]=1[N+:9]([O-:11])=[O:10].BrN1C(=O)CCC1=O. (2) Given the product [CH3:1][N:2]([CH3:31])[C:3]1[N:12]=[C:11]([NH:13][CH2:14][C:15]2[CH:16]=[CH:17][C:18]([NH:21][C:22]([CH:24]3[CH2:29][CH2:28][N:27]([CH2:38][C:37]4[CH:36]=[CH:35][C:34]([C:33]([F:32])([F:42])[F:43])=[CH:41][CH:40]=4)[CH2:26][CH2:25]3)=[O:23])=[CH:19][CH:20]=2)[C:10]2[C:5](=[CH:6][C:7]([CH3:30])=[CH:8][CH:9]=2)[N:4]=1, predict the reactants needed to synthesize it. The reactants are: [CH3:1][N:2]([CH3:31])[C:3]1[N:12]=[C:11]([NH:13][CH2:14][C:15]2[CH:20]=[CH:19][C:18]([NH:21][C:22]([CH:24]3[CH2:29][CH2:28][NH:27][CH2:26][CH2:25]3)=[O:23])=[CH:17][CH:16]=2)[C:10]2[C:5](=[CH:6][C:7]([CH3:30])=[CH:8][CH:9]=2)[N:4]=1.[F:32][C:33]([F:43])([F:42])[C:34]1[CH:41]=[CH:40][C:37]([CH:38]=O)=[CH:36][CH:35]=1. (3) The reactants are: Cl[C:2]1[C:3]2[CH:14]=[C:13]([C:15]3[CH:20]=[CH:19][CH:18]=[CH:17][CH:16]=3)[CH:12]=[CH:11][C:4]=2[N:5]([CH3:10])[C:6](=[O:9])[CH2:7][N:8]=1.C(C1C=C(B(O)O)C=CC=1)=O.[F:32][C:33]([F:44])([F:43])[C:34]1[CH:35]=[C:36](B(O)O)[CH:37]=[CH:38][CH:39]=1. Given the product [CH3:10][N:5]1[C:4]2[CH:11]=[CH:12][C:13]([C:15]3[CH:20]=[CH:19][CH:18]=[CH:17][CH:16]=3)=[CH:14][C:3]=2[C:2]([C:38]2[CH:37]=[CH:36][CH:35]=[C:34]([C:33]([F:44])([F:43])[F:32])[CH:39]=2)=[N:8][CH2:7][C:6]1=[O:9], predict the reactants needed to synthesize it. (4) Given the product [Cl:50][C:51]1[CH:52]=[C:53]([N:57]2[C:61]([CH2:62][NH:63][C:16](=[O:18])[CH:15]([C:12]3[CH:11]=[CH:10][C:9]([NH:8][C:6](=[O:7])[C:5]4[CH:4]=[CH:3][C:2]([F:1])=[CH:21][CH:20]=4)=[N:14][CH:13]=3)[CH3:19])=[CH:60][C:59]([C:64]([F:65])([F:66])[F:67])=[N:58]2)[CH:54]=[CH:55][CH:56]=1, predict the reactants needed to synthesize it. The reactants are: [F:1][C:2]1[CH:21]=[CH:20][C:5]([C:6]([NH:8][C:9]2[N:14]=[CH:13][C:12]([CH:15]([CH3:19])[C:16]([OH:18])=O)=[CH:11][CH:10]=2)=[O:7])=[CH:4][CH:3]=1.ON1C2C=CC=CC=2N=N1.C(N=C=NCCCN(C)C)C.C(N(CC)CC)C.[Cl:50][C:51]1[CH:52]=[C:53]([N:57]2[C:61]([CH2:62][NH2:63])=[CH:60][C:59]([C:64]([F:67])([F:66])[F:65])=[N:58]2)[CH:54]=[CH:55][CH:56]=1. (5) Given the product [C:37]([OH:56])(=[O:55])[CH2:38][CH2:39][CH2:40][CH2:41][CH2:42][CH2:43][CH2:44]/[CH:45]=[CH:46]\[CH2:47][CH2:48][CH2:49][CH2:50][CH2:51][CH2:52][CH2:53][CH3:54], predict the reactants needed to synthesize it. The reactants are: C(OC)(=O)CCCCCCCCCCCCC.C(OC)(=O)CCCCCCCCCCCCCCC.[C:37]([O:56]C)(=[O:55])[CH2:38][CH2:39][CH2:40][CH2:41][CH2:42][CH2:43][CH2:44]/[CH:45]=[CH:46]\[CH2:47][CH2:48][CH2:49][CH2:50][CH2:51][CH2:52][CH2:53][CH3:54].C(OC)(=O)CCCCCCC/C=C\C/C=C\CCCCC. (6) The reactants are: [CH2:1]([O:3][C:4]([C:6]1[N:7]([C:16]2[CH:21]=[CH:20][C:19]([O:22][CH:23]([CH3:25])[CH3:24])=[CH:18][CH:17]=2)[C:8]2[C:13]([CH:14]=1)=[CH:12][CH:11]=[C:10]([OH:15])[CH:9]=2)=[O:5])[CH3:2].[F:26][C:27]([F:39])([F:38])[O:28][C:29]1[CH:34]=[CH:33][C:32](B(O)O)=[CH:31][CH:30]=1. Given the product [CH2:1]([O:3][C:4]([C:6]1[N:7]([C:16]2[CH:21]=[CH:20][C:19]([O:22][CH:23]([CH3:24])[CH3:25])=[CH:18][CH:17]=2)[C:8]2[C:13]([CH:14]=1)=[CH:12][CH:11]=[C:10]([O:15][C:32]1[CH:31]=[CH:30][C:29]([O:28][C:27]([F:26])([F:38])[F:39])=[CH:34][CH:33]=1)[CH:9]=2)=[O:5])[CH3:2], predict the reactants needed to synthesize it. (7) Given the product [F:1][CH:2]([F:15])[O:3][C:4]1[CH:9]=[C:8]([CH3:10])[CH:7]=[C:6]([CH3:11])[C:5]=1[CH2:12][C:13]([OH:22])=[O:14], predict the reactants needed to synthesize it. The reactants are: [F:1][CH:2]([F:15])[O:3][C:4]1[CH:9]=[C:8]([CH3:10])[CH:7]=[C:6]([CH3:11])[C:5]=1[CH2:12][CH:13]=[O:14].CC(=CC)C.P([O-])(O)(O)=[O:22].[Na+].Cl([O-])=O.[Na+].